From a dataset of Merck oncology drug combination screen with 23,052 pairs across 39 cell lines. Regression. Given two drug SMILES strings and cell line genomic features, predict the synergy score measuring deviation from expected non-interaction effect. Drug 1: CN1C(=O)C=CC2(C)C3CCC4(C)C(NC(=O)OCC(F)(F)F)CCC4C3CCC12. Drug 2: O=C(CCCCCCC(=O)Nc1ccccc1)NO. Cell line: A2058. Synergy scores: synergy=-3.00.